This data is from Full USPTO retrosynthesis dataset with 1.9M reactions from patents (1976-2016). The task is: Predict the reactants needed to synthesize the given product. (1) Given the product [Cl:20][C:5]1[C:6]([NH:8][C:9]2[C:18]([F:19])=[CH:17][CH:16]=[CH:15][C:10]=2[C:11]([NH:13][CH3:14])=[O:12])=[CH:7][C:2]([NH:28][C:27]2[N:23]([CH2:21][CH3:22])[N:24]=[C:25]([CH3:29])[CH:26]=2)=[N:3][CH:4]=1, predict the reactants needed to synthesize it. The reactants are: Cl[C:2]1[CH:7]=[C:6]([NH:8][C:9]2[C:18]([F:19])=[CH:17][CH:16]=[CH:15][C:10]=2[C:11]([NH:13][CH3:14])=[O:12])[C:5]([Cl:20])=[CH:4][N:3]=1.[CH2:21]([N:23]1[C:27]([NH2:28])=[CH:26][C:25]([CH3:29])=[N:24]1)[CH3:22].C(=O)([O-])[O-].[Cs+].[Cs+]. (2) Given the product [C:34]1([C:32]2[O:33][C:26]3[C:27](=[N:28][CH:29]=[CH:30][C:25]=3[O:24][C:21]3[CH:22]=[CH:23][C:18]([NH:17][C:15]([C:10]4[C:9](=[O:40])[N:8]([C:5]5[CH:6]=[CH:7][C:2]([F:1])=[CH:3][CH:4]=5)[CH:13]=[CH:12][C:11]=4[O:41][CH2:42][CH3:43])=[O:16])=[CH:19][CH:20]=3)[CH:31]=2)[CH:39]=[CH:38][CH:37]=[CH:36][CH:35]=1, predict the reactants needed to synthesize it. The reactants are: [F:1][C:2]1[CH:7]=[CH:6][C:5]([N:8]2[CH:13]=[CH:12][C:11](I)=[C:10]([C:15]([NH:17][C:18]3[CH:23]=[CH:22][C:21]([O:24][C:25]4[CH:30]=[CH:29][N:28]=[C:27]5[CH:31]=[C:32]([C:34]6[CH:39]=[CH:38][CH:37]=[CH:36][CH:35]=6)[O:33][C:26]=45)=[CH:20][CH:19]=3)=[O:16])[C:9]2=[O:40])=[CH:4][CH:3]=1.[O-:41][CH2:42][CH3:43].[Na+]. (3) The reactants are: [F:1][C:2]1[C:7]([F:8])=[CH:6][C:5]([OH:9])=[C:4]([N+:10]([O-:12])=[O:11])[CH:3]=1.[C:13](=O)([O-])[O-].[K+].[K+].CN(C=O)C.IC. Given the product [F:1][C:2]1[CH:3]=[C:4]([N+:10]([O-:12])=[O:11])[C:5]([O:9][CH3:13])=[CH:6][C:7]=1[F:8], predict the reactants needed to synthesize it. (4) Given the product [CH3:40][O:39][C:3]1[CH:4]=[C:5]([C:8]2[CH:9]=[CH:10][C:11]3[C:17](=[O:18])[NH:16][C:15]4[CH:19]=[C:20]([CH2:23][CH2:24][O:25][C:26]5[CH:31]=[CH:30][C:29]([N:32]6[CH2:33][CH2:34][O:35][CH2:36][CH2:37]6)=[CH:28][CH:27]=5)[CH:21]=[CH:22][C:14]=4[NH:13][C:12]=3[CH:38]=2)[CH:6]=[CH:7][C:2]=1[O:1][CH2:42][CH2:43][CH2:44][N:45]1[C:49](=[O:50])[C:48]2[C:47](=[CH:54][CH:53]=[CH:52][CH:51]=2)[C:46]1=[O:55], predict the reactants needed to synthesize it. The reactants are: [OH:1][C:2]1[CH:7]=[CH:6][C:5]([C:8]2[CH:9]=[CH:10][C:11]3[C:17](=[O:18])[NH:16][C:15]4[CH:19]=[C:20]([CH2:23][CH2:24][O:25][C:26]5[CH:31]=[CH:30][C:29]([N:32]6[CH2:37][CH2:36][O:35][CH2:34][CH2:33]6)=[CH:28][CH:27]=5)[CH:21]=[CH:22][C:14]=4[NH:13][C:12]=3[CH:38]=2)=[CH:4][C:3]=1[O:39][CH3:40].Br[CH2:42][CH2:43][CH2:44][N:45]1[C:49](=[O:50])[C:48]2=[CH:51][CH:52]=[CH:53][CH:54]=[C:47]2[C:46]1=[O:55].[OH-].[K+]. (5) Given the product [CH3:21][O:1][C:2]1[C:3]([C:12](=[O:18])[CH2:13][CH2:14][C:15]([OH:17])=[O:16])=[CH:4][C:5]2[CH2:6][CH2:7][CH2:8][CH2:9][C:10]=2[CH:11]=1, predict the reactants needed to synthesize it. The reactants are: [OH:1][C:2]1[C:3]([C:12](=[O:18])[CH2:13][CH2:14][C:15]([OH:17])=[O:16])=[CH:4][C:5]2[CH2:6][CH2:7][CH2:8][CH2:9][C:10]=2[CH:11]=1.[H-].[Na+].[CH3:21]I.O. (6) Given the product [CH2:1]([O:3][C:4]([C:5]1[CH:6]=[C:7]([CH:9]2[CH2:13][CH2:12][CH2:11][CH2:10]2)[O:8][N:17]=1)=[O:15])[CH3:2], predict the reactants needed to synthesize it. The reactants are: [CH2:1]([O:3][C:4](=[O:15])[C:5](O)=[CH:6][C:7]([CH:9]1[CH2:13][CH2:12][CH2:11][CH2:10]1)=[O:8])[CH3:2].Cl.[NH2:17]O. (7) Given the product [F:17][C:18]1[CH:23]=[CH:22][C:21]([O:24][CH3:25])=[CH:20][C:19]=1[C:2]1[C:11]([O:12][CH2:13][CH:14]([CH3:16])[CH3:15])=[CH:10][C:5]([C:6]([O:8][CH3:9])=[O:7])=[CH:4][N:3]=1, predict the reactants needed to synthesize it. The reactants are: Cl[C:2]1[C:11]([O:12][CH2:13][CH:14]([CH3:16])[CH3:15])=[CH:10][C:5]([C:6]([O:8][CH3:9])=[O:7])=[CH:4][N:3]=1.[F:17][C:18]1[CH:23]=[CH:22][C:21]([O:24][CH3:25])=[CH:20][C:19]=1B(O)O.C1(P(C2CCCCC2)C2C=CC=CC=2C2C(OC)=CC=CC=2OC)CCCCC1.C(=O)([O-])[O-].[Na+].[Na+].